Dataset: Full USPTO retrosynthesis dataset with 1.9M reactions from patents (1976-2016). Task: Predict the reactants needed to synthesize the given product. (1) Given the product [C:33]([OH:40])(=[O:39])/[CH:34]=[CH:35]/[C:36]([OH:38])=[O:37].[F:32][C:2]([F:1])([F:31])[C:3]1[CH:26]=[C:25]([C:27]([F:29])([F:30])[F:28])[CH:24]=[CH:23][C:4]=1[CH2:5][N:6]1[CH2:7][CH2:8][CH:9](/[CH:12]=[C:13]2/[C:14]([NH:19][CH2:20][C:21]#[CH:22])=[N:15][C:16](=[O:18])[S:17]/2)[CH2:10][CH2:11]1, predict the reactants needed to synthesize it. The reactants are: [F:1][C:2]([F:32])([F:31])[C:3]1[CH:26]=[C:25]([C:27]([F:30])([F:29])[F:28])[CH:24]=[CH:23][C:4]=1[CH2:5][N:6]1[CH2:11][CH2:10][CH:9](/[CH:12]=[C:13]2/[C:14]([NH:19][CH2:20][C:21]#[CH:22])=[N:15][C:16](=[O:18])[S:17]/2)[CH2:8][CH2:7]1.[C:33]([OH:40])(=[O:39])/[CH:34]=[CH:35]/[C:36]([OH:38])=[O:37]. (2) Given the product [CH2:31]([O:33][C:34](=[O:45])[CH2:35][O:36][C:37]1[CH:42]=[CH:41][C:40]([S:43][CH2:14][C:11]2[CH:10]=[C:9]([C:6]3[CH:7]=[CH:8][C:3]([C:2]([F:17])([F:16])[F:1])=[CH:4][CH:5]=3)[O:13][CH:12]=2)=[CH:39][C:38]=1[CH3:44])[CH3:32], predict the reactants needed to synthesize it. The reactants are: [F:1][C:2]([F:17])([F:16])[C:3]1[CH:8]=[CH:7][C:6]([C:9]2[O:13][CH:12]=[C:11]([CH2:14]O)[CH:10]=2)=[CH:5][CH:4]=1.C(P(CCCC)CCCC)CCC.[CH2:31]([O:33][C:34](=[O:45])[CH2:35][O:36][C:37]1[CH:42]=[CH:41][C:40]([SH:43])=[CH:39][C:38]=1[CH3:44])[CH3:32]. (3) Given the product [CH3:1][C:2]1[CH:7]=[C:6]([CH3:8])[NH:5][C:4](=[O:9])[C:3]=1[CH2:10][NH:11][C:12]([C:14]1[C:15]2[CH:35]=[N:34][N:33]([CH:36]([CH3:38])[CH3:37])[C:16]=2[N:17]=[C:18]([C:20]2[CH2:25][CH2:24][NH:23][CH2:22][CH:21]=2)[CH:19]=1)=[O:13], predict the reactants needed to synthesize it. The reactants are: [CH3:1][C:2]1[CH:7]=[C:6]([CH3:8])[NH:5][C:4](=[O:9])[C:3]=1[CH2:10][NH:11][C:12]([C:14]1[CH:19]=[C:18]([C:20]2[CH2:25][CH2:24][N:23](C(OC(C)(C)C)=O)[CH2:22][CH:21]=2)[N:17]=[C:16]2[N:33]([CH:36]([CH3:38])[CH3:37])[N:34]=[CH:35][C:15]=12)=[O:13]. (4) The reactants are: [CH2:1](Br)[C:2]1[CH:7]=[CH:6][CH:5]=[CH:4][CH:3]=1.[C:9]([OH:15])(=[O:14])[CH2:10][CH2:11][CH:12]=[CH2:13].C(=O)([O-])[O-].[K+].[K+]. Given the product [CH2:1]([O:15][C:9](=[O:14])[CH2:10][CH2:11][CH:12]=[CH2:13])[C:2]1[CH:7]=[CH:6][CH:5]=[CH:4][CH:3]=1, predict the reactants needed to synthesize it.